From a dataset of Forward reaction prediction with 1.9M reactions from USPTO patents (1976-2016). Predict the product of the given reaction. (1) Given the reactants C1(C)C=CC=CC=1.C(=O)([O-])O.[Na+].I[C:14]1[C:19]([O:20][C:21]2[C:30]3[C:25](=[CH:26][C:27]([O:33][CH3:34])=[C:28]([O:31][CH3:32])[CH:29]=3)[N:24]=[CH:23][CH:22]=2)=[CH:18][CH:17]=[C:16]([CH3:35])[N:15]=1.[OH:36][C:37]1[CH:38]=[C:39](B(O)O)[CH:40]=[CH:41][CH:42]=1, predict the reaction product. The product is: [CH3:32][O:31][C:28]1[CH:29]=[C:30]2[C:25](=[CH:26][C:27]=1[O:33][CH3:34])[N:24]=[CH:23][CH:22]=[C:21]2[O:20][C:19]1[C:14]([C:41]2[CH:42]=[C:37]([OH:36])[CH:38]=[CH:39][CH:40]=2)=[N:15][C:16]([CH3:35])=[CH:17][CH:18]=1. (2) Given the reactants [CH2:1]([O:3][C:4]([CH2:6][CH:7]([CH2:11][CH:12]([CH3:14])[CH3:13])[C:8]([OH:10])=O)=[O:5])[CH3:2].[C:15]([C@@H:18]([N:23](CC1C=CC(C#N)=CC=1)[C:24](=[O:32])[C@@H:25]([NH2:31])[CH2:26][CH2:27][C:28]([NH2:30])=[O:29])[CH2:19][CH:20]([CH3:22])[CH3:21])(=[O:17])[NH2:16].C[CH2:43][N:44]=C=NCCCN(C)C.Cl.[CH:54]1[CH:55]=[CH:56][C:57]2N(O)N=N[C:58]=2[CH:59]=1.[CH3:64]CN(C(C)C)C(C)C, predict the reaction product. The product is: [C:15]([C@@H:18]([NH:23][C:24]([C@@H:25]([NH:31][C:8]([CH:7]([CH2:11][CH:12]([CH3:14])[CH3:13])[CH2:6][C:4]([O:3][CH2:1][CH3:2])=[O:5])=[O:10])[CH2:26][CH2:27][C:28](=[O:29])[NH:30][CH2:64][C:54]1[CH:55]=[CH:56][C:57]([C:43]#[N:44])=[CH:58][CH:59]=1)=[O:32])[CH2:19][CH:20]([CH3:21])[CH3:22])(=[O:17])[NH2:16]. (3) Given the reactants [CH3:1][O:2][C:3]1[CH:26]=[C:25]([CH2:27][O:28][C:29]2[C:33](/[CH:34]=[CH:35]/[C:36]3[N:37]=[C:38]([N:42]4[CH2:47][CH2:46][O:45][CH2:44][CH2:43]4)[S:39][C:40]=3[CH3:41])=[CH:32][N:31]([C:48]3[CH:53]=[CH:52][CH:51]=[CH:50][CH:49]=3)[N:30]=2)[CH:24]=[CH:23][C:4]=1[O:5][CH2:6][C:7]1[N:8]=[C:9]([C:13]2[CH:14]=[C:15]([CH:20]=[CH:21][CH:22]=2)[C:16]([O:18]C)=[O:17])[O:10][C:11]=1[CH3:12].O1CCCC1.[OH-].[Na+].Cl, predict the reaction product. The product is: [CH3:1][O:2][C:3]1[CH:26]=[C:25]([CH2:27][O:28][C:29]2[C:33](/[CH:34]=[CH:35]/[C:36]3[N:37]=[C:38]([N:42]4[CH2:43][CH2:44][O:45][CH2:46][CH2:47]4)[S:39][C:40]=3[CH3:41])=[CH:32][N:31]([C:48]3[CH:49]=[CH:50][CH:51]=[CH:52][CH:53]=3)[N:30]=2)[CH:24]=[CH:23][C:4]=1[O:5][CH2:6][C:7]1[N:8]=[C:9]([C:13]2[CH:14]=[C:15]([CH:20]=[CH:21][CH:22]=2)[C:16]([OH:18])=[O:17])[O:10][C:11]=1[CH3:12]. (4) Given the reactants [CH3:1][O:2][C:3]1[CH:8]=[CH:7][C:6]([O:9][CH2:10][CH:11]2[O:13][CH2:12]2)=[CH:5][CH:4]=1.[CH2:14]([NH:21][CH2:22][C:23]1[CH:28]=[CH:27][CH:26]=[CH:25][CH:24]=1)[C:15]1[CH:20]=[CH:19][CH:18]=[CH:17][CH:16]=1, predict the reaction product. The product is: [CH2:22]([N:21]([CH2:14][C:15]1[CH:20]=[CH:19][CH:18]=[CH:17][CH:16]=1)[CH2:12][CH:11]([OH:13])[CH2:10][O:9][C:6]1[CH:5]=[CH:4][C:3]([O:2][CH3:1])=[CH:8][CH:7]=1)[C:23]1[CH:28]=[CH:27][CH:26]=[CH:25][CH:24]=1. (5) Given the reactants Br[CH2:2][CH2:3][O:4][C:5]1[CH:10]=[CH:9][C:8]([N+:11]([O-:13])=[O:12])=[CH:7][C:6]=1[Cl:14].[CH3:15][CH:16]1[CH2:21][CH2:20][NH:19][CH2:18][CH2:17]1, predict the reaction product. The product is: [Cl:14][C:6]1[CH:7]=[C:8]([N+:11]([O-:13])=[O:12])[CH:9]=[CH:10][C:5]=1[O:4][CH2:3][CH2:2][N:19]1[CH2:20][CH2:21][CH:16]([CH3:15])[CH2:17][CH2:18]1.